The task is: Regression/Classification. Given a drug SMILES string, predict its absorption, distribution, metabolism, or excretion properties. Task type varies by dataset: regression for continuous measurements (e.g., permeability, clearance, half-life) or binary classification for categorical outcomes (e.g., BBB penetration, CYP inhibition). Dataset: cyp2c9_veith.. This data is from CYP2C9 inhibition data for predicting drug metabolism from PubChem BioAssay. The compound is COc1ccc(C(=O)O[C@H]2CC[C@@]3(C)[C@H]4CC[C@@H]5[C@@]6(O)C[C@@H](O)[C@]7(O)[C@H](CN8C[C@H](C)CC[C@H]8[C@]7(C)O)[C@@]6(O)C[C@]53O[C@]24O)cc1OC. The result is 0 (non-inhibitor).